From a dataset of Catalyst prediction with 721,799 reactions and 888 catalyst types from USPTO. Predict which catalyst facilitates the given reaction. (1) Reactant: [F:1][C:2]1[CH:7]=[CH:6][C:5]([C:8]2[CH2:9][CH2:10][N:11]([S:14]([N:17]3[CH:21]=[CH:20][N:19]=[C:18]3[CH3:22])(=[O:16])=[O:15])[CH2:12][CH:13]=2)=[CH:4][CH:3]=1.[CH2:23](N(CC)CC)C.[F:30][C:31]([F:38])([F:37])[S:32]([O:35]C)(=[O:34])=[O:33]. Product: [F:30][C:31]([F:38])([F:37])[S:32]([O-:35])(=[O:34])=[O:33].[F:1][C:2]1[CH:7]=[CH:6][C:5]([C:8]2[CH2:13][CH2:12][N:11]([S:14]([N:17]3[CH:21]=[CH:20][N+:19]([CH3:23])=[C:18]3[CH3:22])(=[O:15])=[O:16])[CH2:10][CH:9]=2)=[CH:4][CH:3]=1. The catalyst class is: 2. (2) Reactant: [C:7](O[C:7](=[O:11])[CH:8]([CH3:10])[CH3:9])(=[O:11])[CH:8]([CH3:10])[CH3:9].[CH2:12]([C:16]1[CH:22]=[CH:21][C:19]([NH2:20])=[C:18]([CH3:23])[CH:17]=1)[CH2:13][CH2:14][CH3:15].C(N(CC)CC)C.Cl. Product: [CH2:12]([C:16]1[CH:22]=[CH:21][C:19]([NH:20][C:7](=[O:11])[CH:8]([CH3:9])[CH3:10])=[C:18]([CH3:23])[CH:17]=1)[CH2:13][CH2:14][CH3:15]. The catalyst class is: 4. (3) Reactant: F[C:2]1[C:7]([C:8](=O)[CH3:9])=[CH:6][CH:5]=[CH:4][N:3]=1.[NH2:11][NH2:12].C(Cl)Cl. Product: [CH3:9][C:8]1[C:7]2[C:2](=[N:3][CH:4]=[CH:5][CH:6]=2)[NH:12][N:11]=1. The catalyst class is: 196. (4) Reactant: [NH2:1][C:2]([CH3:6])([CH3:5])[CH2:3][OH:4].[H-].[Na+].[O:9]1[C:13]2[CH:14]=[CH:15][CH:16]=[CH:17][C:12]=2[CH:11]=[C:10]1[C:18]1[N:22]2[N:23]=[C:24](Cl)[CH:25]=[CH:26][C:21]2=[N:20][CH:19]=1. Product: [O:9]1[C:13]2[CH:14]=[CH:15][CH:16]=[CH:17][C:12]=2[CH:11]=[C:10]1[C:18]1[N:22]2[N:23]=[C:24]([O:4][CH2:3][C:2]([CH3:6])([NH2:1])[CH3:5])[CH:25]=[CH:26][C:21]2=[N:20][CH:19]=1. The catalyst class is: 3.